From a dataset of Peptide-MHC class I binding affinity with 185,985 pairs from IEDB/IMGT. Regression. Given a peptide amino acid sequence and an MHC pseudo amino acid sequence, predict their binding affinity value. This is MHC class I binding data. (1) The peptide sequence is SYLIRALTL. The MHC is HLA-A26:03 with pseudo-sequence HLA-A26:03. The binding affinity (normalized) is 0.0847. (2) The binding affinity (normalized) is 0.444. The MHC is HLA-B15:01 with pseudo-sequence HLA-B15:01. The peptide sequence is TAAQAAVVRF. (3) The peptide sequence is QINSDLTGY. The MHC is HLA-A26:01 with pseudo-sequence HLA-A26:01. The binding affinity (normalized) is 0.380. (4) The peptide sequence is MIDSDEWVY. The MHC is HLA-A02:01 with pseudo-sequence HLA-A02:01. The binding affinity (normalized) is 0.0847.